This data is from Forward reaction prediction with 1.9M reactions from USPTO patents (1976-2016). The task is: Predict the product of the given reaction. (1) Given the reactants [N:1]1[C:6]([NH2:7])=[CH:5][CH:4]=[CH:3][C:2]=1[C:8]1[CH:9]=[N:10][CH:11]=[CH:12][CH:13]=1.[CH:14]([C:16]1[CH:25]=[CH:24][C:19]([C:20]([O:22][CH3:23])=[O:21])=[CH:18][CH:17]=1)=O.C1([SiH3])C=CC=CC=1, predict the reaction product. The product is: [N:1]1[C:6]([NH:7][CH2:14][C:16]2[CH:25]=[CH:24][C:19]([C:20]([O:22][CH3:23])=[O:21])=[CH:18][CH:17]=2)=[CH:5][CH:4]=[CH:3][C:2]=1[C:8]1[CH:9]=[N:10][CH:11]=[CH:12][CH:13]=1. (2) Given the reactants [Br:1][CH2:2][CH2:3][O:4][C:5]1[C:9]([CH3:10])=[CH:8][S:7][CH:6]=1.C[N:12]1[CH:16]=[CH:15][N:14]=[CH:13]1, predict the reaction product. The product is: [Br:1][CH2:2][CH2:3][O:4][C:5]1[C:9]([CH3:10])=[CH:8][S:7][CH:6]=1.[NH+:12]1[CH:16]=[CH:15][NH:14][CH:13]=1. (3) Given the reactants Cl[C:2]1[N:7]=[C:6]([N:8]([CH3:10])[CH3:9])[CH:5]=[N:4][CH:3]=1.[N:11]1[CH:16]=[CH:15][C:14](B(O)O)=[CH:13][CH:12]=1.O.C(=O)([O-])[O-].[Na+].[Na+], predict the reaction product. The product is: [CH3:9][N:8]([CH3:10])[C:6]1[CH:5]=[N:4][CH:3]=[C:2]([C:14]2[CH:15]=[CH:16][N:11]=[CH:12][CH:13]=2)[N:7]=1. (4) The product is: [F:1][C:2]1[CH:3]=[C:4]([CH:5]=[CH:6][C:7]=1[N+:8]([O-:10])=[O:9])[O:11][CH:28]1[CH2:33][CH2:32][N:31]([C:34]([O:36][C:37]([CH3:40])([CH3:39])[CH3:38])=[O:35])[CH2:30][CH2:29]1. Given the reactants [F:1][C:2]1[CH:3]=[C:4]([OH:11])[CH:5]=[CH:6][C:7]=1[N+:8]([O-:10])=[O:9].C(=O)([O-])[O-].[K+].[K+].C1(C)C=CC(S(O[CH:28]2[CH2:33][CH2:32][N:31]([C:34]([O:36][C:37]([CH3:40])([CH3:39])[CH3:38])=[O:35])[CH2:30][CH2:29]2)(=O)=O)=CC=1, predict the reaction product. (5) Given the reactants [CH3:1][O:2][C:3]1([CH3:13])[CH2:12][CH2:11][C:6]2(OCC[O:7]2)[CH2:5][CH2:4]1.[OH-].[Na+], predict the reaction product. The product is: [CH3:1][O:2][C:3]1([CH3:13])[CH2:12][CH2:11][C:6](=[O:7])[CH2:5][CH2:4]1. (6) Given the reactants [CH3:1][C:2]1([CH3:24])[O:6][C@H:5]([CH2:7][N:8]2[CH:12]=[CH:11][C:10]([N:13]3C(=O)C4C(=CC=CC=4)C3=O)=[N:9]2)[CH2:4][O:3]1.CN.CCCCCCC, predict the reaction product. The product is: [CH3:1][C:2]1([CH3:24])[O:6][C@H:5]([CH2:7][N:8]2[CH:12]=[CH:11][C:10]([NH2:13])=[N:9]2)[CH2:4][O:3]1.